This data is from Forward reaction prediction with 1.9M reactions from USPTO patents (1976-2016). The task is: Predict the product of the given reaction. (1) Given the reactants [F:1][C:2]1[CH:23]=[CH:22][CH:21]=[C:20]([F:24])[C:3]=1[CH2:4][O:5][C:6]1[C:7]2[N:8]([C:13]([C:17]([OH:19])=O)=[C:14]([CH3:16])[N:15]=2)[CH:9]=[C:10]([CH3:12])[CH:11]=1.CN(C(ON1N=NC2C=CC=NC1=2)=[N+](C)C)C.F[P-](F)(F)(F)(F)F.CN1CCOCC1.[NH2:56][CH2:57][CH:58]([NH:62][C:63](=[O:69])[O:64][C:65]([CH3:68])([CH3:67])[CH3:66])[CH:59]([CH3:61])[CH3:60].O.C(O)(C(F)(F)F)=O, predict the reaction product. The product is: [F:1][C:2]1[CH:23]=[CH:22][CH:21]=[C:20]([F:24])[C:3]=1[CH2:4][O:5][C:6]1[C:7]2[N:8]([C:13]([C:17]([NH:56][CH2:57][CH:58]([NH:62][C:63](=[O:69])[O:64][C:65]([CH3:66])([CH3:68])[CH3:67])[CH:59]([CH3:61])[CH3:60])=[O:19])=[C:14]([CH3:16])[N:15]=2)[CH:9]=[C:10]([CH3:12])[CH:11]=1. (2) Given the reactants [Cl:1][C:2]1[CH:7]=[CH:6][C:5]([C:8]2[CH:13]=[CH:12][C:11]([C:14]([OH:16])=O)=[CH:10][CH:9]=2)=[CH:4][CH:3]=1.[N:17]1([CH2:23][C:24]2[CH:29]=[CH:28][C:27]([CH2:30][CH2:31][NH2:32])=[CH:26][CH:25]=2)[CH2:22][CH2:21][CH2:20][CH2:19][CH2:18]1, predict the reaction product. The product is: [N:17]1([CH2:23][C:24]2[CH:25]=[CH:26][C:27]([CH2:30][CH2:31][NH:32][C:14]([C:11]3[CH:10]=[CH:9][C:8]([C:5]4[CH:4]=[CH:3][C:2]([Cl:1])=[CH:7][CH:6]=4)=[CH:13][CH:12]=3)=[O:16])=[CH:28][CH:29]=2)[CH2:22][CH2:21][CH2:20][CH2:19][CH2:18]1.